From a dataset of Reaction yield outcomes from USPTO patents with 853,638 reactions. Predict the reaction yield, written as a fraction of the theoretical maximum amount of product (1.0 means a 100% yield; for example, 0.34 means a 34% yield). (1) The reactants are [C:1]1([Mg]Br)[CH:6]=[CH:5][CH:4]=[CH:3][CH:2]=1.CN(OC)[C:11]([C@@H:13]1[CH2:17][C:16](=[O:18])[N:15]([C@@H:19]([C:21]2[CH:26]=[CH:25][CH:24]=[CH:23][CH:22]=2)[CH3:20])[CH2:14]1)=[O:12].Cl. The catalyst is O1CCCC1. The product is [C:1]1([C:11]([C@H:13]2[CH2:14][N:15]([C@@H:19]([C:21]3[CH:26]=[CH:25][CH:24]=[CH:23][CH:22]=3)[CH3:20])[C:16](=[O:18])[CH2:17]2)=[O:12])[CH:6]=[CH:5][CH:4]=[CH:3][CH:2]=1. The yield is 0.890. (2) The reactants are Br[C:2]1[CH:3]=[C:4]2[C:10]([C:11]3[CH:15]=[CH:14][N:13]([CH2:16][C:17]4[CH:22]=[C:21]([F:23])[CH:20]=[C:19]([F:24])[CH:18]=4)[N:12]=3)=[CH:9][N:8]([S:25]([C:28]3[CH:34]=[CH:33][C:31]([CH3:32])=[CH:30][CH:29]=3)(=[O:27])=[O:26])[C:5]2=[N:6][CH:7]=1.[CH3:35][S:36]([NH:39][C:40]1[CH:45]=[C:44](B2OC(C)(C)C(C)(C)O2)[CH:43]=[CH:42][C:41]=1[C:55]1[CH2:60][CH2:59][N:58]([C:61]([O:63][C:64]([CH3:67])([CH3:66])[CH3:65])=[O:62])[CH2:57][CH:56]=1)(=[O:38])=[O:37].C(=O)([O-])[O-].[Na+].[Na+]. The yield is 0.833. The catalyst is COCCOC.O.Cl[Pd](Cl)([P](C1C=CC=CC=1)(C1C=CC=CC=1)C1C=CC=CC=1)[P](C1C=CC=CC=1)(C1C=CC=CC=1)C1C=CC=CC=1. The product is [F:24][C:19]1[CH:18]=[C:17]([CH:22]=[C:21]([F:23])[CH:20]=1)[CH2:16][N:13]1[CH:14]=[CH:15][C:11]([C:10]2[C:4]3[C:5](=[N:6][CH:7]=[C:2]([C:44]4[CH:43]=[CH:42][C:41]([C:55]5[CH2:60][CH2:59][N:58]([C:61]([O:63][C:64]([CH3:67])([CH3:66])[CH3:65])=[O:62])[CH2:57][CH:56]=5)=[C:40]([NH:39][S:36]([CH3:35])(=[O:37])=[O:38])[CH:45]=4)[CH:3]=3)[N:8]([S:25]([C:28]3[CH:29]=[CH:30][C:31]([CH3:32])=[CH:33][CH:34]=3)(=[O:26])=[O:27])[CH:9]=2)=[N:12]1. (3) The reactants are [N+:1]([C:4]1[CH:5]=[C:6]([NH:10][C:11]([NH:13][CH2:14][C:15]([OH:17])=O)=[O:12])[CH:7]=[CH:8][CH:9]=1)([O-:3])=[O:2].Cl. The catalyst is O. The product is [N+:1]([C:4]1[CH:5]=[C:6]([N:10]2[C:15](=[O:17])[CH2:14][NH:13][C:11]2=[O:12])[CH:7]=[CH:8][CH:9]=1)([O-:3])=[O:2]. The yield is 0.850. (4) The reactants are [O:1]=[C:2]1[C:10]2([C:22]3[C:13](=[CH:14][C:15]4[O:20][CH2:19][CH2:18][O:17][C:16]=4[CH:21]=3)[O:12][CH2:11]2)[C:9]2[C:4](=[CH:5][CH:6]=[CH:7][CH:8]=2)[N:3]1[CH2:23][C:24]([O:26]CC)=O.O.[NH2:30][NH2:31]. The catalyst is C(O)C. The product is [O:1]=[C:2]1[C:10]2([C:22]3[C:13](=[CH:14][C:15]4[O:20][CH2:19][CH2:18][O:17][C:16]=4[CH:21]=3)[O:12][CH2:11]2)[C:9]2[C:4](=[CH:5][CH:6]=[CH:7][CH:8]=2)[N:3]1[CH2:23][C:24]([NH:30][NH2:31])=[O:26]. The yield is 0.840.